This data is from Reaction yield outcomes from USPTO patents with 853,638 reactions. The task is: Predict the reaction yield, written as a fraction of the theoretical maximum amount of product (1.0 means a 100% yield; for example, 0.34 means a 34% yield). (1) The reactants are [CH3:1][O:2][C:3]1[C:8]([O:9][CH3:10])=[CH:7][CH:6]=[CH:5][C:4]=1[C:11]1[CH:12]=[CH:13][C:14]([N:17]2[CH2:23][CH2:22][CH2:21][N:20]([C:24]3[CH:29]=[CH:28][C:27]([C:30]4[CH:35]=[CH:34][CH:33]=[C:32]([O:36][CH3:37])[C:31]=4[O:38][CH3:39])=[CH:26][N:25]=3)[CH2:19][CH2:18]2)=[N:15][CH:16]=1.[CH3:40][S:41]([OH:44])(=[O:43])=[O:42].CO. The catalyst is C(Cl)(Cl)Cl. The product is [CH3:40][S:41]([OH:44])(=[O:43])=[O:42].[CH3:40][S:41]([OH:44])(=[O:43])=[O:42].[CH3:39][O:38][C:31]1[C:32]([O:36][CH3:37])=[CH:33][CH:34]=[CH:35][C:30]=1[C:27]1[CH:28]=[CH:29][C:24]([N:20]2[CH2:21][CH2:22][CH2:23][N:17]([C:14]3[CH:13]=[CH:12][C:11]([C:4]4[CH:5]=[CH:6][CH:7]=[C:8]([O:9][CH3:10])[C:3]=4[O:2][CH3:1])=[CH:16][N:15]=3)[CH2:18][CH2:19]2)=[N:25][CH:26]=1. The yield is 0.860. (2) The reactants are Br[C:2]1[CH:3]=[CH:4][C:5]2[O:14][C:13]3[CH2:12][CH2:11][N:10]([C:15]([O:17][C:18]([CH3:21])([CH3:20])[CH3:19])=[O:16])[CH2:9][C:8]=3[C:6]=2[CH:7]=1.[Cl:22][C:23]1[CH:24]=[C:25]([S:30]([O-:32])=[O:31])[CH:26]=[C:27]([Cl:29])[CH:28]=1.[Na+]. No catalyst specified. The product is [Cl:29][C:27]1[CH:26]=[C:25]([S:30]([C:2]2[CH:3]=[CH:4][C:5]3[O:14][C:13]4[CH2:12][CH2:11][N:10]([C:15]([O:17][C:18]([CH3:21])([CH3:20])[CH3:19])=[O:16])[CH2:9][C:8]=4[C:6]=3[CH:7]=2)(=[O:31])=[O:32])[CH:24]=[C:23]([Cl:22])[CH:28]=1. The yield is 0.430. (3) The reactants are N([O-])=O.[Na+].[CH3:5][N:6]1[CH2:15][CH2:14][C:13]2[C:8](=[C:9](N)[CH:10]=[CH:11][CH:12]=2)[CH2:7]1.[OH-].[Na+].[BrH:19]. The catalyst is O.[Cu]Br.[Cu]. The product is [Br:19][C:9]1[CH:10]=[CH:11][CH:12]=[C:13]2[C:8]=1[CH2:7][N:6]([CH3:5])[CH2:15][CH2:14]2. The yield is 0.650. (4) The reactants are [C:1]1([C:7]2[O:11][N:10]=[C:9]([C:12]([OH:14])=O)[N:8]=2)[CH:6]=[CH:5][CH:4]=[CH:3][CH:2]=1.Cl.N1C=N[N:19]2[C:24]([N:25]3[CH2:29][CH2:28][C@H:27]([NH2:30])[CH2:26]3)=[CH:23][N:22]=[CH:21][C:20]=12.[CH2:31]([N:33](CC)C(C)C)[CH3:32].CN(C(ON1N=NC2C=CC=NC1=2)=[N+](C)C)C.F[P-](F)(F)(F)(F)F. The catalyst is CN(C=O)C.C(OCC)(=O)C. The product is [N:33]1[CH:31]=[CH:32][N:22]2[CH:21]=[CH:20][N:19]=[C:24]([N:25]3[CH2:29][CH2:28][C@H:27]([NH:30][C:12]([C:9]4[N:8]=[C:7]([C:1]5[CH:2]=[CH:3][CH:4]=[CH:5][CH:6]=5)[O:11][N:10]=4)=[O:14])[CH2:26]3)[C:23]=12. The yield is 0.230. (5) The reactants are [C:1]1([C:7]2[O:11][N:10]=[C:9]([C:12]([O:14]CC)=[O:13])[C:8]=2[C:17]([F:20])([F:19])[F:18])[CH:6]=[CH:5][CH:4]=[CH:3][CH:2]=1.O.[OH-].[Li+]. The catalyst is CO.O. The product is [C:1]1([C:7]2[O:11][N:10]=[C:9]([C:12]([OH:14])=[O:13])[C:8]=2[C:17]([F:19])([F:20])[F:18])[CH:2]=[CH:3][CH:4]=[CH:5][CH:6]=1. The yield is 0.960. (6) The catalyst is CN(C=O)C.O. The product is [F:1][C:2]1[CH:22]=[C:21]([N+:23]([O-:25])=[O:24])[CH:20]=[CH:19][C:3]=1[O:4][C:5]1[N:10]=[CH:9][N:8]=[C:7]([N:11]([CH3:29])[C:12](=[O:18])[O:13][C:14]([CH3:15])([CH3:16])[CH3:17])[CH:6]=1. The yield is 0.740. The reactants are [F:1][C:2]1[CH:22]=[C:21]([N+:23]([O-:25])=[O:24])[CH:20]=[CH:19][C:3]=1[O:4][C:5]1[N:10]=[CH:9][N:8]=[C:7]([NH:11][C:12](=[O:18])[O:13][C:14]([CH3:17])([CH3:16])[CH3:15])[CH:6]=1.[H-].[Na+].I[CH3:29]. (7) The reactants are C(NC(C)C)(C)C.[O:8]1[CH2:13][CH2:12][C:11](=[O:14])[CH2:10][CH2:9]1.[F:15][C:16]([F:35])([F:34])[S:17](N([S:17]([C:16]([F:35])([F:34])[F:15])(=[O:19])=[O:18])C1C=CC=CC=1)(=[O:19])=[O:18]. The catalyst is C1COCC1. The product is [O:8]1[CH2:13][CH:12]=[C:11]([O:14][S:17]([C:16]([F:35])([F:34])[F:15])(=[O:19])=[O:18])[CH2:10][CH2:9]1. The yield is 0.830.